Predict the reactants needed to synthesize the given product. From a dataset of Full USPTO retrosynthesis dataset with 1.9M reactions from patents (1976-2016). (1) Given the product [Cl:21][C:22]1[N:27]=[C:26]([N:8]2[C:16]3[C:11](=[CH:12][C:13]([C:17]([O:19][CH3:20])=[O:18])=[CH:14][CH:15]=3)[CH:10]=[CH:9]2)[CH:25]=[CH:24][N:23]=1, predict the reactants needed to synthesize it. The reactants are: [H-].[Na+].CN(C=O)C.[NH:8]1[C:16]2[C:11](=[CH:12][C:13]([C:17]([O:19][CH3:20])=[O:18])=[CH:14][CH:15]=2)[CH:10]=[CH:9]1.[Cl:21][C:22]1[N:27]=[C:26](Cl)[CH:25]=[CH:24][N:23]=1. (2) Given the product [CH3:32][C:10]1([CH3:33])[CH2:9][C:8]2[C:13](=[CH:14][CH:15]=[C:6]([C:4]([OH:5])=[O:3])[CH:7]=2)[NH:12][CH:11]1[C:16]1[CH:21]=[CH:20][CH:19]=[C:18]([NH:22][C:23]([N:25]2[CH2:26][CH2:27][N:28]([CH3:31])[CH2:29][CH2:30]2)=[O:24])[CH:17]=1, predict the reactants needed to synthesize it. The reactants are: C([O:3][C:4]([C:6]1[CH:7]=[C:8]2[C:13](=[CH:14][CH:15]=1)[NH:12][CH:11]([C:16]1[CH:21]=[CH:20][CH:19]=[C:18]([NH:22][C:23]([N:25]3[CH2:30][CH2:29][N:28]([CH3:31])[CH2:27][CH2:26]3)=[O:24])[CH:17]=1)[C:10]([CH3:33])([CH3:32])[CH2:9]2)=[O:5])C.Cl. (3) Given the product [F:37][C:38]1[CH:45]=[CH:44][C:41]([CH2:42][N:26]2[CH2:27][CH2:28][CH2:29][CH:24]([NH:23][C:19]3[N:18]=[C:17]([C:16]4[N:15]5[C:11]([S:12][CH:13]=[CH:14]5)=[N:10][C:9]=4[C:6]4[CH:7]=[CH:8][C:3]([F:2])=[CH:4][CH:5]=4)[CH:22]=[CH:21][N:20]=3)[CH2:25]2)=[CH:40][CH:39]=1, predict the reactants needed to synthesize it. The reactants are: Cl.[F:2][C:3]1[CH:8]=[CH:7][C:6]([C:9]2[N:10]=[C:11]3[N:15]([C:16]=2[C:17]2[CH:22]=[CH:21][N:20]=[C:19]([NH:23][CH:24]4[CH2:29][CH2:28][CH2:27][NH:26][CH2:25]4)[N:18]=2)[CH:14]=[CH:13][S:12]3)=[CH:5][CH:4]=1.C(N(CC)CC)C.[F:37][C:38]1[CH:45]=[CH:44][C:41]([CH:42]=O)=[CH:40][CH:39]=1.ClCCCl.CN(C=O)C. (4) Given the product [OH:1][CH:2]([C:3]1[CH:8]=[CH:7][C:6]([C:9](=[O:11])[CH3:10])=[C:5]([CH3:12])[CH:4]=1)[CH3:14], predict the reactants needed to synthesize it. The reactants are: [OH:1][CH2:2][C:3]1[CH:8]=[CH:7][C:6]([C:9](=[O:11])[CH3:10])=[C:5]([CH3:12])[CH:4]=1.Br[C:14]1C=CC(C(O)C)=CC=1C. (5) Given the product [C:7]1([S:13][CH:3]2[CH2:4][O:5][C:1](=[O:6])[O:2]2)[CH:12]=[CH:11][CH:10]=[CH:9][CH:8]=1, predict the reactants needed to synthesize it. The reactants are: [C:1]1(=[O:6])[O:5][CH:4]=[CH:3][O:2]1.[C:7]1([SH:13])[CH:12]=[CH:11][CH:10]=[CH:9][CH:8]=1.C(N(CC)CC)C. (6) The reactants are: [CH3:1][O:2][C:3](=[O:12])[C:4]1[CH:9]=[CH:8][C:7]([NH2:10])=[C:6]([NH2:11])[CH:5]=1.[Cl:13][C:14]1[CH:24]=[C:23]([Cl:25])[CH:22]=[CH:21][C:15]=1[O:16][CH2:17][C:18](O)=O.ClCCl.[OH-].[Na+]. Given the product [CH3:1][O:2][C:3]([C:4]1[CH:9]=[CH:8][C:7]2[NH:10][C:18]([CH2:17][O:16][C:15]3[CH:21]=[CH:22][C:23]([Cl:25])=[CH:24][C:14]=3[Cl:13])=[N:11][C:6]=2[CH:5]=1)=[O:12], predict the reactants needed to synthesize it.